This data is from Catalyst prediction with 721,799 reactions and 888 catalyst types from USPTO. The task is: Predict which catalyst facilitates the given reaction. (1) Reactant: [CH:1]([CH:3]1[CH2:7][N:6]([C:8]2[C:12]([NH:13][C:14](=[O:20])[O:15][C:16]([CH3:19])([CH3:18])[CH3:17])=[CH:11][N:10]([CH3:21])[N:9]=2)[C:5](=[O:22])[C:4]1([CH3:24])[CH3:23])=O.[CH3:25][NH:26][CH3:27].C1COCC1.C(O[BH-](OC(=O)C)OC(=O)C)(=O)C.[Na+].C(=O)([O-])O.[Na+]. The catalyst class is: 559. Product: [CH3:25][N:26]([CH2:1][CH:3]1[CH2:7][N:6]([C:8]2[C:12]([NH:13][C:14](=[O:20])[O:15][C:16]([CH3:18])([CH3:19])[CH3:17])=[CH:11][N:10]([CH3:21])[N:9]=2)[C:5](=[O:22])[C:4]1([CH3:23])[CH3:24])[CH3:27]. (2) The catalyst class is: 38. Reactant: [CH2:1]([O:8][C:9]1[C:10]([OH:22])=[N:11][C:12]([C:15]2[CH:20]=[CH:19][N:18]=[C:17]([Cl:21])[CH:16]=2)=[N:13][CH:14]=1)[C:2]1[CH:7]=[CH:6][CH:5]=[CH:4][CH:3]=1.[C:23]([O-])([O-])=O.[Cs+].[Cs+].COS(OC)(=O)=O.CCOC(C)=O. Product: [CH2:1]([O:8][C:9]1[C:10](=[O:22])[N:11]([CH3:23])[C:12]([C:15]2[CH:20]=[CH:19][N:18]=[C:17]([Cl:21])[CH:16]=2)=[N:13][CH:14]=1)[C:2]1[CH:7]=[CH:6][CH:5]=[CH:4][CH:3]=1. (3) Reactant: C(O[C:6](=O)[N:7]([C:9]1[N:14]=[C:13]2[NH:15][C:16]([C:18]3[CH:23]=[CH:22][CH:21]=[C:20]([NH:24][C:25](=[O:27])[CH3:26])[N:19]=3)=[CH:17][C:12]2=[C:11]2[N:28]([CH3:31])[CH:29]=[N:30][C:10]=12)C)(C)(C)C.FC(F)(F)C(O)=O. Product: [CH3:31][N:28]1[C:11]2=[C:12]3[CH:17]=[C:16]([C:18]4[N:19]=[C:20]([NH:24][C:25](=[O:27])[CH3:26])[CH:21]=[CH:22][CH:23]=4)[NH:15][C:13]3=[N:14][C:9]([NH:7][CH3:6])=[C:10]2[N:30]=[CH:29]1. The catalyst class is: 2. (4) Reactant: Br[CH:2]1[CH2:7][CH2:6][O:5][C:3]1=[O:4].[C:8]([OH:13])(=[O:12])[C:9]([CH3:11])=[CH2:10].C(C(C)=O)C(C)C. Product: [C:8]([O:13][CH:2]1[CH2:7][CH2:6][O:5][C:3]1=[O:4])(=[O:12])[C:9]([CH3:11])=[CH2:10]. The catalyst class is: 66. (5) Reactant: [NH2:1][C@H:2]1[CH2:7][CH2:6][N:5]([CH2:8][CH:9]2[C:13]3=[C:14]([Cl:22])[CH:15]=[N:16][C:17]4[CH:18]=[CH:19][C:20](=[O:21])[N:11]([C:12]=43)[CH2:10]2)[CH2:4][C@H:3]1[OH:23].[O:24]=[C:25]1[CH2:30][S:29][C:28]2[CH:31]=[CH:32][C:33]([C:35](O)=[O:36])=[N:34][C:27]=2[NH:26]1.C(N(CC)CC)C.CN(C(ON1N=NC2C=CC=NC1=2)=[N+](C)C)C.F[P-](F)(F)(F)(F)F. Product: [Cl:22][C:14]1[CH:15]=[N:16][C:17]2[CH:18]=[CH:19][C:20](=[O:21])[N:11]3[CH2:10][CH:9]([CH2:8][N:5]4[CH2:6][CH2:7][C@H:2]([NH:1][C:35]([C:33]5[CH:32]=[CH:31][C:28]6[S:29][CH2:30][C:25](=[O:24])[NH:26][C:27]=6[N:34]=5)=[O:36])[C@H:3]([OH:23])[CH2:4]4)[C:13]=1[C:12]=23. The catalyst class is: 3.